Dataset: Reaction yield outcomes from USPTO patents with 853,638 reactions. Task: Predict the reaction yield, written as a fraction of the theoretical maximum amount of product (1.0 means a 100% yield; for example, 0.34 means a 34% yield). The reactants are [CH3:1][N:2]1[CH2:7][CH2:6][N:5]([C:8]2[CH:9]=[C:10]([NH:14][C:15]3[N:20]=[C:19]([CH2:21][CH2:22][C:23]4[CH:28]=[CH:27][CH:26]=[CH:25][C:24]=4[CH2:29][C:30](O)=[O:31])[C:18]([C:33]([F:36])([F:35])[F:34])=[CH:17][N:16]=3)[CH:11]=[CH:12][CH:13]=2)[CH2:4][CH2:3]1.C[N:38](C(ON1N=NC2C=CC=NC1=2)=[N+](C)C)C.F[P-](F)(F)(F)(F)F.CCN(C(C)C)C(C)C.[Cl-].[NH4+]. The catalyst is CN(C=O)C. The product is [CH3:1][N:2]1[CH2:3][CH2:4][N:5]([C:8]2[CH:9]=[C:10]([NH:14][C:15]3[N:20]=[C:19]([CH2:21][CH2:22][C:23]4[CH:28]=[CH:27][CH:26]=[CH:25][C:24]=4[CH2:29][C:30]([NH2:38])=[O:31])[C:18]([C:33]([F:35])([F:34])[F:36])=[CH:17][N:16]=3)[CH:11]=[CH:12][CH:13]=2)[CH2:6][CH2:7]1. The yield is 0.280.